This data is from Catalyst prediction with 721,799 reactions and 888 catalyst types from USPTO. The task is: Predict which catalyst facilitates the given reaction. (1) Reactant: C(OP([CH:9]([F:15])[C:10]([O:12][CH2:13][CH3:14])=[O:11])(OCC)=O)C.C([Li])CCC.CCCCCC.[N+:27]([C:30]1[CH:37]=[CH:36][C:33]([CH:34]=O)=[CH:32][CH:31]=1)([O-:29])=[O:28].[Cl-].[NH4+]. The catalyst class is: 7. Product: [F:15]/[C:9](=[CH:34]\[C:33]1[CH:36]=[CH:37][C:30]([N+:27]([O-:29])=[O:28])=[CH:31][CH:32]=1)/[C:10]([O:12][CH2:13][CH3:14])=[O:11]. (2) The catalyst class is: 5. Product: [F:1][C:2]1[C:7]([C:8]([C:10]2[CH:11]=[C:12]3[C:17](=[CH:18][CH:19]=2)[N:16]=[CH:15][CH:14]=[N:13]3)=[O:9])=[C:6]([F:20])[CH:5]=[CH:4][C:3]=1[NH:21][S:22]([CH2:25][CH2:26][CH3:27])(=[O:23])=[O:24]. Reactant: [F:1][C:2]1[C:7]([C:8]([C:10]2[CH:11]=[C:12]3[C:17](=[CH:18][CH:19]=2)[N:16]=[CH:15][CH:14]=[N:13]3)=[O:9])=[C:6]([F:20])[CH:5]=[CH:4][C:3]=1[N:21](S(CCC)(=O)=O)[S:22]([CH2:25][CH2:26][CH3:27])(=[O:24])=[O:23].[OH-].[Na+]. (3) Reactant: [Cl:1][C:2]1[C:7]([O:8][C:9]2[C:10]([O:15][CH2:16][C:17]([O:19][CH3:20])=[O:18])=[N:11][CH:12]=[CH:13][CH:14]=2)=[CH:6][C:5]([NH:21][C:22](=[O:30])[CH2:23][C:24]([C:26]([F:29])([F:28])[F:27])=O)=[C:4]([F:31])[CH:3]=1.[C:32](O)(=[O:34])[CH3:33].[O-]C#N.[Na+]. Product: [Cl:1][C:2]1[CH:3]=[C:4]([F:31])[C:5]([N:21]2[C:32](=[O:34])[CH:33]=[C:24]([C:26]([F:27])([F:28])[F:29])[CH2:23][C:22]2=[O:30])=[CH:6][C:7]=1[O:8][C:9]1[C:10]([O:15][CH2:16][C:17]([O:19][CH3:20])=[O:18])=[N:11][CH:12]=[CH:13][CH:14]=1. The catalyst class is: 6. (4) Reactant: [CH3:1][O:2][CH2:3][CH2:4][CH2:5][O:6][C:7]1[CH:8]=[C:9]([CH:37]=[CH:38][C:39]=1[O:40][CH3:41])[CH2:10][C@H:11]([CH:34]([CH3:36])[CH3:35])[CH2:12][C@H:13]([NH:26]C(OC(C)(C)C)=O)[C@@H:14]([OH:25])[CH2:15][NH:16][C:17]([NH:19][CH2:20][CH2:21][CH2:22][CH2:23][CH3:24])=[S:18].[F:42][C:43]([F:48])([F:47])[C:44]([OH:46])=[O:45]. Product: [CH3:1][O:2][CH2:3][CH2:4][CH2:5][O:6][C:7]1[CH:8]=[C:9]([CH:37]=[CH:38][C:39]=1[O:40][CH3:41])[CH2:10][C@H:11]([CH:34]([CH3:36])[CH3:35])[CH2:12][C@H:13]([NH2:26])[C@@H:14]([OH:25])[CH2:15][NH:16][C:17]([NH:19][CH2:20][CH2:21][CH2:22][CH2:23][CH3:24])=[S:18].[F:42][C:43]([F:48])([F:47])[C:44]([O-:46])=[O:45]. The catalyst class is: 2. (5) The catalyst class is: 20. Product: [F:31][C:2]1([F:1])[O:6][C:5]2[CH:7]=[CH:8][C:9]([NH:11][C:12]([C:14]3[CH:19]=[CH:18][CH:17]=[CH:16][C:15]=3[NH:20][CH2:21][C:22]3[CH:27]=[CH:26][N:25]=[C:24]([C:28]([NH:38][CH2:37][CH2:36][S:33]([CH3:32])(=[O:35])=[O:34])=[O:29])[CH:23]=3)=[O:13])=[CH:10][C:4]=2[O:3]1. Reactant: [F:1][C:2]1([F:31])[O:6][C:5]2[CH:7]=[CH:8][C:9]([NH:11][C:12]([C:14]3[CH:19]=[CH:18][CH:17]=[CH:16][C:15]=3[NH:20][CH2:21][C:22]3[CH:27]=[CH:26][N:25]=[C:24]([C:28](O)=[O:29])[CH:23]=3)=[O:13])=[CH:10][C:4]=2[O:3]1.[CH3:32][S:33]([CH2:36][CH2:37][NH2:38])(=[O:35])=[O:34].C1CN([P+](ON2N=NC3C=CC=CC2=3)(N2CCCC2)N2CCCC2)CC1.F[P-](F)(F)(F)(F)F. (6) Reactant: [NH2:1][C@H:2]1[CH2:7][CH2:6][C@H:5]([OH:8])[CH2:4][CH2:3]1.[C:9]1([CH2:15][CH2:16][C:17](O)=[O:18])[CH:14]=[CH:13][CH:12]=[CH:11][CH:10]=1.CCN=C=NCCCN(C)C.C1C=CC2N(O)N=NC=2C=1. Product: [OH:8][C@H:5]1[CH2:6][CH2:7][C@H:2]([NH:1][C:17](=[O:18])[CH2:16][CH2:15][C:9]2[CH:14]=[CH:13][CH:12]=[CH:11][CH:10]=2)[CH2:3][CH2:4]1. The catalyst class is: 526. (7) Reactant: [NH2:1][C:2]1[C:3](=[O:20])[N:4]([C:14]2[CH:19]=[CH:18][CH:17]=[CH:16][CH:15]=2)[CH:5]=[C:6]([C:8]2[CH:13]=[CH:12][CH:11]=[CH:10][N:9]=2)[CH:7]=1.[H-].[Na+].[C:23]1([CH3:29])[CH:28]=[CH:27][CH:26]=[CH:25][CH:24]=1.C(Cl)C1C=CC=CC=1. Product: [CH2:29]([NH:1][C:2]1[C:3](=[O:20])[N:4]([C:14]2[CH:15]=[CH:16][CH:17]=[CH:18][CH:19]=2)[CH:5]=[C:6]([C:8]2[CH:13]=[CH:12][CH:11]=[CH:10][N:9]=2)[CH:7]=1)[C:23]1[CH:28]=[CH:27][CH:26]=[CH:25][CH:24]=1. The catalyst class is: 13.